Regression. Given a peptide amino acid sequence and an MHC pseudo amino acid sequence, predict their binding affinity value. This is MHC class I binding data. From a dataset of Peptide-MHC class I binding affinity with 185,985 pairs from IEDB/IMGT. The peptide sequence is RQMLHEIGR. The MHC is HLA-A31:01 with pseudo-sequence HLA-A31:01. The binding affinity (normalized) is 0.936.